This data is from Catalyst prediction with 721,799 reactions and 888 catalyst types from USPTO. The task is: Predict which catalyst facilitates the given reaction. (1) The catalyst class is: 5. Reactant: [CH3:1][C:2]1[CH:3]=[C:4]([CH:8]=[CH:9][C:10](O)=[O:11])[CH:5]=[CH:6][CH:7]=1.S(=O)(=O)(O)O. Product: [CH3:1][C:2]1[CH:3]=[C:4]([CH:8]=[CH:9][CH2:10][OH:11])[CH:5]=[CH:6][CH:7]=1. (2) Reactant: [CH2:1]([NH:3][C:4](N1C=CN=C1)=[O:5])[CH3:2].Cl.[C@@H:12]12[NH:19][C@@H:16]([CH2:17][CH2:18]1)[CH2:15][N:14]([C:20]1[CH:25]=[CH:24][N:23]=[C:22]([NH:26][C:27]3[CH:28]=[C:29]([F:37])[C:30]([C:33]([NH:35][CH3:36])=[O:34])=[N:31][CH:32]=3)[N:21]=1)[CH2:13]2. Product: [CH2:1]([NH:3][C:4]([N:19]1[C@H:16]2[CH2:17][CH2:18][C@@H:12]1[CH2:13][N:14]([C:20]1[CH:25]=[CH:24][N:23]=[C:22]([NH:26][C:27]3[CH:32]=[N:31][C:30]([C:33](=[O:34])[NH:35][CH3:36])=[C:29]([F:37])[CH:28]=3)[N:21]=1)[CH2:15]2)=[O:5])[CH3:2]. The catalyst class is: 66. (3) Reactant: O=[C:2]1[CH2:10][CH:9]2[CH2:11][C:5]3([NH:13][C:14](=[O:20])[O:15][C:16]([CH3:19])([CH3:18])[CH3:17])[CH2:6][CH:7]([CH2:12][CH:3]1[CH2:4]3)[CH2:8]2.[NH2:21][OH:22].Cl.[OH-].[Na+]. Product: [OH:22][N:21]=[C:2]1[CH2:10][CH:9]2[CH2:11][C:5]3([NH:13][C:14](=[O:20])[O:15][C:16]([CH3:19])([CH3:18])[CH3:17])[CH2:6][CH:7]([CH2:12][CH:3]1[CH2:4]3)[CH2:8]2. The catalyst class is: 88. (4) Reactant: [C:1]([C:3]1[CH:4]=[CH:5][C:6]([O:33][CH3:34])=[C:7]([S:9]([NH:12][CH2:13][CH2:14][C:15]2[CH:20]=[CH:19][C:18]([C:21]3[CH:26]=[CH:25][CH:24]=[CH:23][C:22]=3SC)=[CH:17][C:16]=2[O:29][CH2:30][O:31][CH3:32])(=O)=[O:10])[CH:8]=1)#[N:2].[C:35](=O)(O)[O-].[Na+].O[O:41][S:42]([O-:44])=O.[K+].S([O-])([O-])(=O)=O.[Na+].[Na+].[OH2:53]. Product: [C:1]([C:3]1[CH:4]=[CH:5][C:6]([O:33][CH3:34])=[C:7]([S:9]([NH:12][CH2:13][CH2:14][C:15]2[CH:20]=[CH:19][C:18]([C:21]3[CH:26]=[CH:25][CH:24]=[CH:23][C:22]=3[S:42]([CH3:35])(=[O:44])=[O:41])=[CH:17][C:16]=2[O:29][CH2:30][O:31][CH3:32])(=[O:10])=[O:53])[CH:8]=1)#[N:2]. The catalyst class is: 883. (5) Product: [C:1]([C:5]1[CH:10]=[C:9]([C:11]2[O:12][CH:13]=[N:14][N:15]=2)[C:8]([O:16][CH3:17])=[C:7]([CH:6]=1)[NH2:18])([CH3:4])([CH3:2])[CH3:3]. Reactant: [C:1]([C:5]1[CH:6]=[C:7]([N+:18]([O-])=O)[C:8]([O:16][CH3:17])=[C:9]([C:11]2[O:12][CH:13]=[N:14][N:15]=2)[CH:10]=1)([CH3:4])([CH3:3])[CH3:2].[NH4+].[Cl-]. The catalyst class is: 190.